This data is from Full USPTO retrosynthesis dataset with 1.9M reactions from patents (1976-2016). The task is: Predict the reactants needed to synthesize the given product. (1) Given the product [CH2:57]([O:56][C:42]1[CH:43]=[CH:44][C:45]([C:2]2[CH:21]=[CH:20][CH:19]=[C:4]([CH2:5][C@H:6]([NH:7][C:8]([O:10][C:11]([CH3:14])([CH3:13])[CH3:12])=[O:9])[C:15]([O:17][CH3:18])=[O:16])[CH:3]=2)=[CH:46][C:41]=1[CH2:40][C@H:28]([NH:29][C:30]([O:32][CH2:33][C:34]1[CH:35]=[CH:36][CH:37]=[CH:38][CH:39]=1)=[O:31])[C:27](=[O:64])[O:26][CH2:25][CH2:24][Si:23]([CH3:66])([CH3:65])[CH3:22])[C:58]1[CH:63]=[CH:62][CH:61]=[CH:60][CH:59]=1, predict the reactants needed to synthesize it. The reactants are: Br[C:2]1[CH:3]=[C:4]([CH:19]=[CH:20][CH:21]=1)[CH2:5][C@@H:6]([C:15]([O:17][CH3:18])=[O:16])[NH:7][C:8]([O:10][C:11]([CH3:14])([CH3:13])[CH3:12])=[O:9].[CH3:22][Si:23]([CH3:66])([CH3:65])[CH2:24][CH2:25][O:26][C:27](=[O:64])[C@H:28]([CH2:40][C:41]1[CH:46]=[C:45](B2OC(C)(C)C(C)(C)O2)[CH:44]=[CH:43][C:42]=1[O:56][CH2:57][C:58]1[CH:63]=[CH:62][CH:61]=[CH:60][CH:59]=1)[NH:29][C:30]([O:32][CH2:33][C:34]1[CH:39]=[CH:38][CH:37]=[CH:36][CH:35]=1)=[O:31].C(=O)([O-])[O-].[Cs+].[Cs+]. (2) Given the product [OH:27][CH2:26][CH2:25][CH2:24][O:1][C:2]1[CH:9]=[C:8]([O:10][CH3:11])[C:7]([C:12]2[S:13][CH:14]=[CH:15][CH:16]=2)=[CH:6][C:3]=1[CH:4]=[O:5], predict the reactants needed to synthesize it. The reactants are: [OH:1][C:2]1[CH:9]=[C:8]([O:10][CH3:11])[C:7]([C:12]2[S:13][CH:14]=[CH:15][CH:16]=2)=[CH:6][C:3]=1[CH:4]=[O:5].C(=O)([O-])[O-].[K+].[K+].Br[CH2:24][CH2:25][CH2:26][OH:27]. (3) Given the product [Cl:30][C:17]1[CH:16]=[C:15]([N:6]([C:7]2[CH:12]=[CH:11][C:10]([F:13])=[CH:9][C:8]=2[CH3:14])[C:5]([O:4][CH:2]([O:37][C:35]([CH:32]2[CH2:34][CH2:33]2)=[O:36])[CH3:3])=[O:31])[CH:20]=[CH:19][C:18]=1[C:21](=[O:29])[C:22]1[CH:27]=[CH:26][CH:25]=[CH:24][C:23]=1[CH3:28], predict the reactants needed to synthesize it. The reactants are: Cl[CH:2]([O:4][C:5](=[O:31])[N:6]([C:15]1[CH:20]=[CH:19][C:18]([C:21](=[O:29])[C:22]2[CH:27]=[CH:26][CH:25]=[CH:24][C:23]=2[CH3:28])=[C:17]([Cl:30])[CH:16]=1)[C:7]1[CH:12]=[CH:11][C:10]([F:13])=[CH:9][C:8]=1[CH3:14])[CH3:3].[CH:32]1([C:35]([O-:37])=[O:36])[CH2:34][CH2:33]1.C([N+](CCCC)(CCCC)CCCC)CCC. (4) The reactants are: [NH2:1][C:2]1[CH:3]=[C:4]([N:8]([C:18]2[CH:23]=[C:22]([NH:24][C:25]3[CH:30]=[CH:29][C:28]([N:31]4[CH2:36][CH2:35][N:34]([CH3:37])[CH2:33][CH2:32]4)=[CH:27][C:26]=3[O:38][CH3:39])[N:21]=[CH:20][N:19]=2)[C:9]([NH:11][C:12]2[CH:17]=[CH:16][CH:15]=[CH:14][CH:13]=2)=[O:10])[CH:5]=[CH:6][CH:7]=1.C([O-])(O)=O.[Na+].[C:45](Cl)(=[O:48])[CH:46]=[CH2:47]. Given the product [CH3:39][O:38][C:26]1[CH:27]=[C:28]([N:31]2[CH2:32][CH2:33][N:34]([CH3:37])[CH2:35][CH2:36]2)[CH:29]=[CH:30][C:25]=1[NH:24][C:22]1[N:21]=[CH:20][N:19]=[C:18]([N:8]([C:4]2[CH:3]=[C:2]([NH:1][C:45](=[O:48])[CH:46]=[CH2:47])[CH:7]=[CH:6][CH:5]=2)[C:9]([NH:11][C:12]2[CH:13]=[CH:14][CH:15]=[CH:16][CH:17]=2)=[O:10])[CH:23]=1, predict the reactants needed to synthesize it. (5) The reactants are: [CH2:1]([NH:8][CH:9]([CH:11]1[CH2:13][CH2:12]1)[CH3:10])[C:2]1[CH:7]=[CH:6][CH:5]=[CH:4][CH:3]=1.[Br:14][CH2:15][C:16](Br)=[O:17].N1C=CC=CC=1. Given the product [CH2:1]([N:8]([CH:9]([CH:11]1[CH2:13][CH2:12]1)[CH3:10])[C:16](=[O:17])[CH2:15][Br:14])[C:2]1[CH:7]=[CH:6][CH:5]=[CH:4][CH:3]=1, predict the reactants needed to synthesize it. (6) Given the product [Cl:1][C:2]1[C:3]([I:16])=[C:4]([NH:10][CH:11]([CH2:14][CH3:15])[CH2:12][CH3:13])[C:5]([C:8]([NH2:9])=[O:18])=[N:6][CH:7]=1, predict the reactants needed to synthesize it. The reactants are: [Cl:1][C:2]1[C:3]([I:16])=[C:4]([NH:10][CH:11]([CH2:14][CH3:15])[CH2:12][CH3:13])[C:5]([C:8]#[N:9])=[N:6][CH:7]=1.C(=O)([O-])[O-:18].[K+].[K+].OO. (7) The reactants are: [Cl:1][C:2]1[CH:3]=[C:4]([C:11]2[N:15]([CH3:16])[CH:14]=[N:13][C:12]=2[CH3:17])[CH:5]=[CH:6][C:7]=1[N+:8]([O-])=O.S(S([O-])=O)([O-])=O.[Na+].[Na+].O.Cl. Given the product [Cl:1][C:2]1[CH:3]=[C:4]([C:11]2[N:15]([CH3:16])[CH:14]=[N:13][C:12]=2[CH3:17])[CH:5]=[CH:6][C:7]=1[NH2:8], predict the reactants needed to synthesize it. (8) Given the product [NH:42]1[C:43]2[CH:57]=[CH:56][CH:55]=[CH:54][C:44]=2[N:45]=[C:41]1[CH2:40][NH:39][CH2:38][C@@H:28]1[C@@H:27]([C@@:26]2([CH3:58])[CH2:25][CH2:24][C@H:23]([OH:59])[CH2:22][C@@H:21]2[CH2:20][OH:19])[CH2:35][CH2:34][C@@:33]2([CH3:36])[C@H:29]1[CH2:30][CH2:31][C:32]2=[CH2:37], predict the reactants needed to synthesize it. The reactants are: CCCC[N+](CCCC)(CCCC)CCCC.[F-].[OH:19][CH2:20][C@@H:21]1[C@@:26]([CH3:58])([C@H:27]2[CH2:35][CH2:34][C@@:33]3([CH3:36])[C@@H:29]([CH2:30][CH2:31][C:32]3=[CH2:37])[C@@H:28]2[CH2:38][NH:39][CH2:40][C:41]2[N:45](COCC[Si](C)(C)C)[C:44]3[CH:54]=[CH:55][CH:56]=[CH:57][C:43]=3[N:42]=2)[CH2:25][CH2:24][C@H:23]([OH:59])[CH2:22]1. (9) Given the product [C:2]([C:6]1[CH:16]=[CH:15][CH:14]=[CH:13][C:7]=1[O:8][CH2:9][CH2:10][N:11]([CH3:12])[C:25](=[O:26])[NH:24][C:27]1[CH:36]=[CH:35][CH:34]=[CH:33][C:28]=1[C:29]([O:31][CH3:32])=[O:30])([CH3:5])([CH3:3])[CH3:4], predict the reactants needed to synthesize it. The reactants are: Cl.[C:2]([C:6]1[CH:16]=[CH:15][CH:14]=[CH:13][C:7]=1[O:8][CH2:9][CH2:10][NH:11][CH3:12])([CH3:5])([CH3:4])[CH3:3].CCN(CC)CC.[N:24]([C:27]1[CH:36]=[CH:35][CH:34]=[CH:33][C:28]=1[C:29]([O:31][CH3:32])=[O:30])=[C:25]=[O:26].